Dataset: Forward reaction prediction with 1.9M reactions from USPTO patents (1976-2016). Task: Predict the product of the given reaction. (1) Given the reactants FC(F)(F)C(O)=O.C(OC([N:15]1[CH2:20][CH2:19][N:18]([C:21]2[N:29]([CH2:30][CH:31]=[CH2:32])[C:28]3[C:27](=[O:33])[NH:26][C:25](=[O:34])[N:24]([CH3:35])[C:23]=3[N:22]=2)[CH2:17][CH2:16]1)=O)(C)(C)C, predict the reaction product. The product is: [CH2:30]([N:29]1[C:28]2[C:27](=[O:33])[NH:26][C:25](=[O:34])[N:24]([CH3:35])[C:23]=2[N:22]=[C:21]1[N:18]1[CH2:19][CH2:20][NH:15][CH2:16][CH2:17]1)[CH:31]=[CH2:32]. (2) Given the reactants [C:1]([C:5]1[NH:6][C:7]([Br:11])=[C:8]([Br:10])[N:9]=1)([CH3:4])([CH3:3])[CH3:2].[H-].[Na+].[CH3:14][Si:15]([CH2:18][CH2:19][O:20][CH2:21]Cl)([CH3:17])[CH3:16].O, predict the reaction product. The product is: [Br:11][C:7]1[N:6]=[C:5]([C:1]([CH3:4])([CH3:2])[CH3:3])[N:9]([CH2:21][O:20][CH2:19][CH2:18][Si:15]([CH3:17])([CH3:16])[CH3:14])[C:8]=1[Br:10]. (3) Given the reactants [CH2:1]([N:8]([CH2:17][CH:18]([F:20])[F:19])[C:9]1[C:10]([NH2:16])=[CH:11][C:12]([Br:15])=[CH:13][CH:14]=1)[C:2]1[CH:7]=[CH:6][CH:5]=[CH:4][CH:3]=1.C(N(CCC(F)(F)F)C1C(N)=CC(Br)=CC=1)C1C=CC=CC=1.C(N(CCC(F)(F)F)C1C=CC(Br)=CC=1N[C:59]([NH:61][C:62]1[CH:67]=[CH:66][C:65]([CH3:68])=[CH:64][CH:63]=1)=[O:60])C1C=CC=CC=1, predict the reaction product. The product is: [CH2:1]([N:8]([CH2:17][CH:18]([F:20])[F:19])[C:9]1[CH:14]=[CH:13][C:12]([Br:15])=[CH:11][C:10]=1[NH:16][C:59]([NH:61][C:62]1[CH:67]=[CH:66][C:65]([CH3:68])=[CH:64][CH:63]=1)=[O:60])[C:2]1[CH:3]=[CH:4][CH:5]=[CH:6][CH:7]=1. (4) Given the reactants [CH3:1][N:2]1[CH2:23][C:8]23[CH2:9][CH2:10][CH:11]4[CH:20]([CH:7]2[CH2:6][CH2:5][CH:4]3[CH:3]1[CH3:24])[CH2:19][CH:18]=[C:17]1[C:12]4([CH3:22])[CH2:13][CH2:14][CH:15]([OH:21])[CH2:16]1.[F:25][C:26]1[CH:31]=[CH:30][C:29]([CH2:32][C:33](O)=[O:34])=[CH:28][CH:27]=1.C1(N=C=NC2CCCCC2)CCCCC1, predict the reaction product. The product is: [CH3:1][N:2]1[CH2:23][C:8]23[CH2:9][CH2:10][CH:11]4[CH:20]([CH:7]2[CH2:6][CH2:5][CH:4]3[CH:3]1[CH3:24])[CH2:19][CH:18]=[C:17]1[C:12]4([CH3:22])[CH2:13][CH2:14][CH:15]([O:21][C:33](=[O:34])[CH2:32][C:29]2[CH:30]=[CH:31][C:26]([F:25])=[CH:27][CH:28]=2)[CH2:16]1. (5) Given the reactants C(=O)([O-])[O-].[Cs+].[Cs+].[OH:7][C:8]1[C:9]([O:19][CH3:20])=[CH:10][C:11]([N+:16]([O-:18])=[O:17])=[C:12]([CH:15]=1)[CH:13]=[O:14].[CH3:21][O:22][CH2:23][CH2:24][O:25][CH2:26][CH2:27]OS(C1C=CC(C)=CC=1)(=O)=O, predict the reaction product. The product is: [CH3:20][O:19][C:9]1[C:8]([O:7][CH2:27][CH2:26][O:25][CH2:24][CH2:23][O:22][CH3:21])=[CH:15][C:12]([CH:13]=[O:14])=[C:11]([N+:16]([O-:18])=[O:17])[CH:10]=1. (6) The product is: [Br:1][C:2]1[CH:3]=[C:4]([NH:10][C:11]2[CH:12]=[CH:13][C:14]([N:17]3[CH2:18][CH2:19][O:39][CH2:21][CH2:22]3)=[CH:15][N:16]=2)[C:5](=[O:9])[N:6]([CH3:8])[CH:7]=1. Given the reactants [Br:1][C:2]1[CH:3]=[C:4]([NH:10][C:11]2[N:16]=[CH:15][C:14]([N:17]3[CH2:22][CH2:21]N(C(OC(C)(C)C)=O)[CH2:19][CH2:18]3)=[CH:13][CH:12]=2)[C:5](=[O:9])[N:6]([CH3:8])[CH:7]=1.BrC1C(=[O:39])N(C)C=C(Br)C=1.O1CCN(C2C=CC(N)=NC=2)CC1, predict the reaction product.